Dataset: Full USPTO retrosynthesis dataset with 1.9M reactions from patents (1976-2016). Task: Predict the reactants needed to synthesize the given product. (1) The reactants are: [F:1][C:2]([F:7])([F:6])[C:3]([OH:5])=[O:4].[Cl:8][C:9]1[CH:14]=[CH:13][C:12]([N:15]2[CH:19]=[C:18]([C:20]([O:22]CC)=[O:21])[CH:17]=[N:16]2)=[C:11]([C:25]2[N:26]=[CH:27][N:28]([C@@H:32]3[C:48]4[CH:49]=[C:44]([CH:45]=[CH:46][N:47]=4)[C:43]4[N:42]([CH3:50])[N:41]=[CH:40][C:39]=4[NH:38][C:37](=[O:51])[C@H:36]([CH3:52])[CH2:35][CH2:34][CH2:33]3)[C:29](=[O:31])[CH:30]=2)[CH:10]=1.O[Li].O.Cl. Given the product [F:1][C:2]([F:7])([F:6])[C:3]([OH:5])=[O:4].[Cl:8][C:9]1[CH:14]=[CH:13][C:12]([N:15]2[CH:19]=[C:18]([C:20]([OH:22])=[O:21])[CH:17]=[N:16]2)=[C:11]([C:25]2[N:26]=[CH:27][N:28]([C@@H:32]3[C:48]4[CH:49]=[C:44]([CH:45]=[CH:46][N:47]=4)[C:43]4[N:42]([CH3:50])[N:41]=[CH:40][C:39]=4[NH:38][C:37](=[O:51])[C@H:36]([CH3:52])[CH2:35][CH2:34][CH2:33]3)[C:29](=[O:31])[CH:30]=2)[CH:10]=1, predict the reactants needed to synthesize it. (2) Given the product [OH:34][CH2:33][CH2:32][O:31][C:30]1[CH:35]=[C:36]([NH:38][CH:39]([C:40]2[CH:45]=[N:44][C:43]([O:46][CH3:47])=[CH:42][N:41]=2)[C:8]([C:10]2[C:18]3[C:13](=[CH:14][CH:15]=[CH:16][CH:17]=3)[NH:12][CH:11]=2)=[O:9])[CH:37]=[C:28]([O:27][CH3:26])[CH:29]=1, predict the reactants needed to synthesize it. The reactants are: C(N(CC)CC)C.[CH:8]([C:10]1[C:18]2[C:13](=[CH:14][CH:15]=[CH:16][CH:17]=2)[N:12](C(OC(C)(C)C)=O)[CH:11]=1)=[O:9].[CH3:26][O:27][C:28]1[CH:29]=[C:30]([CH:35]=[C:36]([N:38]=[CH:39][C:40]2[CH:45]=[N:44][C:43]([O:46][CH3:47])=[CH:42][N:41]=2)[CH:37]=1)[O:31][CH2:32][CH2:33][OH:34].